Dataset: Reaction yield outcomes from USPTO patents with 853,638 reactions. Task: Predict the reaction yield, written as a fraction of the theoretical maximum amount of product (1.0 means a 100% yield; for example, 0.34 means a 34% yield). (1) The reactants are [CH2:1]([CH:3]([CH2:17][CH3:18])[C@@H:4]([C:14]([NH2:16])=[O:15])[NH:5][C@H](C1C=CC=CC=1)C)[CH3:2]. The product is [CH2:1]([CH:3]([CH2:17][CH3:18])[C@@H:4]([C:14]([NH2:16])=[O:15])[NH2:5])[CH3:2]. The yield is 0.930. The catalyst is [Pd]. (2) The reactants are CC(C)(OC([N:7]1[CH2:12][CH2:11][N:10]2[CH:13]=[C:14]([C:16]3[CH:21]=[CH:20][CH:19]=[CH:18][C:17]=3[O:22][CH3:23])[N:15]=[C:9]2[CH:8]1[CH2:24][CH2:25][S:26][C:27]([C:40]1[CH:45]=[CH:44][CH:43]=[CH:42][CH:41]=1)([C:34]1[CH:39]=[CH:38][CH:37]=[CH:36][CH:35]=1)[C:28]1[CH:33]=[CH:32][CH:31]=[CH:30][CH:29]=1)=O)C.C([O-])(O)=O.[Na+]. The catalyst is C(Cl)Cl. The product is [CH3:23][O:22][C:17]1[CH:18]=[CH:19][CH:20]=[CH:21][C:16]=1[C:14]1[N:15]=[C:9]2[CH:8]([CH2:24][CH2:25][S:26][C:27]([C:40]3[CH:41]=[CH:42][CH:43]=[CH:44][CH:45]=3)([C:34]3[CH:35]=[CH:36][CH:37]=[CH:38][CH:39]=3)[C:28]3[CH:33]=[CH:32][CH:31]=[CH:30][CH:29]=3)[NH:7][CH2:12][CH2:11][N:10]2[CH:13]=1. The yield is 0.640. (3) The reactants are OCC[C@@H]1NC(=O)N(C)CCCCC=C[C@H]2[C@@](C(OCC)=O)(C2)NC1=O.C(C1N=C(C2C=C(O)C3C(=CC(OC)=CC=3)N=2)SC=1)(C)C.[CH:48]([C:51]1[N:52]=[C:53]([C:56]2[CH:65]=[C:64]([O:66][CH2:67][CH2:68][C@@H:69]3[NH:83][C:82](=[O:84])[N:81]([CH3:85])[CH2:80][CH2:79][CH2:78][CH2:77][CH:76]=[CH:75][C@H:74]4[C@@:72]([C:86]([O:88][CH2:89][CH3:90])=[O:87])([CH2:73]4)[NH:71][C:70]3=[O:91])[C:63]3[C:58](=[C:59](C)[C:60]([O:92][CH3:93])=[CH:61][CH:62]=3)[N:57]=2)[S:54][CH:55]=1)([CH3:50])[CH3:49]. No catalyst specified. The product is [CH:48]([C:51]1[N:52]=[C:53]([C:56]2[CH:65]=[C:64]([O:66][CH2:67][CH2:68][C@@H:69]3[NH:83][C:82](=[O:84])[N:81]([CH3:85])[CH2:80][CH2:79][CH2:78][CH2:77][CH:76]=[CH:75][C@H:74]4[C@@:72]([C:86]([O:88][CH2:89][CH3:90])=[O:87])([CH2:73]4)[NH:71][C:70]3=[O:91])[C:63]3[C:58](=[CH:59][C:60]([O:92][CH3:93])=[CH:61][CH:62]=3)[N:57]=2)[S:54][CH:55]=1)([CH3:49])[CH3:50]. The yield is 0.300. (4) The product is [CH2:1]([C:5]1[N:10]([CH2:16][C:17]2[CH:18]=[CH:19][C:20]([C:23]3[C:24]([C:29]#[N:30])=[CH:25][CH:26]=[CH:27][CH:28]=3)=[CH:21][CH:22]=2)[C:9](=[O:11])[CH:8]=[C:7]([CH:12]2[CH2:14][CH2:13]2)[N:6]=1)[CH2:2][CH2:3][CH3:4]. The reactants are [CH2:1]([C:5]1[NH:10][C:9](=[O:11])[CH:8]=[C:7]([CH:12]2[CH2:14][CH2:13]2)[N:6]=1)[CH2:2][CH2:3][CH3:4].Br[CH2:16][C:17]1[CH:22]=[CH:21][C:20]([C:23]2[C:24]([C:29]#[N:30])=[CH:25][CH:26]=[CH:27][CH:28]=2)=[CH:19][CH:18]=1.C(=O)([O-])[O-].[K+].[K+]. The yield is 0.440. The catalyst is C(#N)C. (5) The reactants are [Br:1][C:2]1[CH:13]=[CH:12][C:5]([C:6](N(OC)C)=[O:7])=[C:4]([F:14])[CH:3]=1.[CH3:15][Mg]Br.C(OCC)C. The catalyst is C1COCC1. The product is [Br:1][C:2]1[CH:13]=[CH:12][C:5]([C:6](=[O:7])[CH3:15])=[C:4]([F:14])[CH:3]=1. The yield is 0.850. (6) The product is [ClH:38].[CH3:32][N:30]1[CH:31]=[C:27]([C:25]2[CH:24]=[N:23][C:21]3[NH:22][C:18]4[CH:17]=[N:16][C:15]([C:33]#[N:34])=[C:14]([O:13][CH:10]5[CH2:11][CH2:12][NH:8][CH2:9]5)[C:19]=4[C:20]=3[CH:26]=2)[CH:28]=[N:29]1. The reactants are C(OC([N:8]1[CH2:12][CH2:11][CH:10]([O:13][C:14]2[C:19]3[C:20]4[CH:26]=[C:25]([C:27]5[CH:28]=[N:29][N:30]([CH3:32])[CH:31]=5)[CH:24]=[N:23][C:21]=4[NH:22][C:18]=3[CH:17]=[N:16][C:15]=2[C:33]#[N:34])[CH2:9]1)=O)(C)(C)C.C([Cl:38])(=O)C. The yield is 1.00. The catalyst is CO. (7) The reactants are COCCO[AlH2-]OCCOC.[Na+].[C:13]([O:17][C:18]([NH:20][C@@:21]12[CH2:27][CH2:26][C@:25]1([CH2:28][F:29])[CH2:24][N:23]([C@@H:30]([C:32]1[CH:37]=[CH:36][CH:35]=[CH:34][CH:33]=1)[CH3:31])[C:22]2=O)=[O:19])([CH3:16])([CH3:15])[CH3:14].O.O.O.O.C(C(C(C([O-])=O)O)O)([O-])=O.[Na+].[K+].C(OCC)(=O)C. The catalyst is C1(C)C=CC=CC=1.[Cl-].[Na+].O. The product is [C:13]([O:17][C:18]([NH:20][C@@:21]12[CH2:27][CH2:26][C@:25]1([CH2:28][F:29])[CH2:24][N:23]([C@@H:30]([C:32]1[CH:33]=[CH:34][CH:35]=[CH:36][CH:37]=1)[CH3:31])[CH2:22]2)=[O:19])([CH3:14])([CH3:15])[CH3:16]. The yield is 0.830. (8) The reactants are Br.[NH2:2][C:3]1[C:11]([OH:12])=[CH:10][C:9]([CH3:13])=[CH:8][C:4]=1[C:5]([OH:7])=[O:6].S(Cl)(Cl)=O.[CH3:18]O. No catalyst specified. The product is [NH2:2][C:3]1[C:11]([OH:12])=[CH:10][C:9]([CH3:13])=[CH:8][C:4]=1[C:5]([O:7][CH3:18])=[O:6]. The yield is 0.720. (9) The reactants are C(NC(C)C)(C)C.C([Li])CCC.[CH3:13][O:14][C:15](=[O:26])[CH2:16][C:17]1[CH:22]=[CH:21][C:20]([S:23][CH3:24])=[C:19]([Br:25])[CH:18]=1.I[CH2:28][CH:29]1[CH2:33][CH2:32][CH2:31][CH2:30]1. The catalyst is O1CCCC1.CN1CCCN(C)C1=O. The product is [CH3:13][O:14][C:15](=[O:26])[CH:16]([C:17]1[CH:22]=[CH:21][C:20]([S:23][CH3:24])=[C:19]([Br:25])[CH:18]=1)[CH2:28][CH:29]1[CH2:33][CH2:32][CH2:31][CH2:30]1. The yield is 0.830. (10) The reactants are [CH2:1]([N:8]1[CH2:12][C@@H:11]([CH2:13][NH2:14])[C@H:10]([CH2:15][NH2:16])[CH2:9]1)[C:2]1[CH:7]=[CH:6][CH:5]=[CH:4][CH:3]=1.[OH-:17].[Na+].[C:19](O[C:19]([O:21][C:22]([CH3:25])([CH3:24])[CH3:23])=[O:20])([O:21][C:22]([CH3:25])([CH3:24])[CH3:23])=[O:20]. The catalyst is O1CCOCC1. The product is [CH2:1]([N:8]1[CH2:12][C@@H:11]([CH:13]([C:19]([O:21][C:22]([CH3:25])([CH3:24])[CH3:23])=[O:17])[NH2:14])[C@H:10]([CH:15]([C:19]([O:21][C:22]([CH3:25])([CH3:24])[CH3:23])=[O:20])[NH2:16])[CH2:9]1)[C:2]1[CH:3]=[CH:4][CH:5]=[CH:6][CH:7]=1. The yield is 0.440.